This data is from Forward reaction prediction with 1.9M reactions from USPTO patents (1976-2016). The task is: Predict the product of the given reaction. (1) Given the reactants C(OC([NH:8][CH2:9][C@H:10]1[CH2:15][CH2:14][C@H:13]([C:16]([NH:18][C@H:19]([C:52](=[O:65])[NH:53][C:54]2[CH:59]=[CH:58][C:57]([C:60]3[N:61]=[N:62][NH:63][N:64]=3)=[CH:56][CH:55]=2)[CH2:20][C:21]2[CH:26]=[CH:25][C:24]([C:27]3[CH:32]=[CH:31][C:30]([C:33]([NH:35][CH:36]4[CH2:41][CH2:40][N:39](C(OC(C)(C)C)=O)[CH2:38][CH2:37]4)=[O:34])=[CH:29][C:28]=3[O:49][CH2:50][CH3:51])=[CH:23][CH:22]=2)=[O:17])[CH2:12][CH2:11]1)=O)(C)(C)C.[ClH:66], predict the reaction product. The product is: [ClH:66].[NH2:8][CH2:9][C@H:10]1[CH2:15][CH2:14][C@H:13]([C:16]([NH:18][C@H:19]([C:52](=[O:65])[NH:53][C:54]2[CH:59]=[CH:58][C:57]([C:60]3[N:61]=[N:62][NH:63][N:64]=3)=[CH:56][CH:55]=2)[CH2:20][C:21]2[CH:26]=[CH:25][C:24]([C:27]3[CH:32]=[CH:31][C:30]([C:33]([NH:35][CH:36]4[CH2:37][CH2:38][NH:39][CH2:40][CH2:41]4)=[O:34])=[CH:29][C:28]=3[O:49][CH2:50][CH3:51])=[CH:23][CH:22]=2)=[O:17])[CH2:12][CH2:11]1. (2) Given the reactants [CH2:1]([O:7][C:8]([NH:10][C:11]1[CH:16]=[C:15]([CH2:17][C@H:18]2[C:21](=[O:22])[N:20]([C:23](=[O:33])[NH:24][C@@H:25]([C:27]3[CH:32]=[CH:31][CH:30]=[CH:29][CH:28]=3)[CH3:26])[C@@H:19]2[C:34]([O:36]CC2C=CC=CC=2)=[O:35])[CH:14]=[CH:13][N:12]=1)=[O:9])[CH2:2][CH2:3][CH2:4][CH2:5][CH3:6], predict the reaction product. The product is: [CH2:1]([O:7][C:8]([NH:10][C:11]1[CH:16]=[C:15]([CH2:17][C@H:18]2[C:21](=[O:22])[N:20]([C:23](=[O:33])[NH:24][C@@H:25]([C:27]3[CH:32]=[CH:31][CH:30]=[CH:29][CH:28]=3)[CH3:26])[C@@H:19]2[C:34]([OH:36])=[O:35])[CH:14]=[CH:13][N:12]=1)=[O:9])[CH2:2][CH2:3][CH2:4][CH2:5][CH3:6]. (3) Given the reactants COC1C=C(OC)C=CC=1C[NH:6][S:7]([CH2:10][C:11]1[CH:16]=[CH:15][C:14]([CH2:17][N:18]2[CH2:23][CH2:22][O:21][CH2:20][CH2:19]2)=[CH:13][CH:12]=1)(=[O:9])=[O:8].C([Li])CCC.[CH3:35][C:36]([CH3:38])=[O:37].FC(F)(F)C(O)=O, predict the reaction product. The product is: [OH:37][C:36]([CH3:38])([CH3:35])[CH:10]([C:11]1[CH:12]=[CH:13][C:14]([CH2:17][N:18]2[CH2:19][CH2:20][O:21][CH2:22][CH2:23]2)=[CH:15][CH:16]=1)[S:7]([NH2:6])(=[O:8])=[O:9]. (4) Given the reactants [C:1]1([C:7]2([C@@H:19]([NH2:21])[CH3:20])[CH2:12][CH2:11][N:10]([S:13]([CH2:16][CH2:17][CH3:18])(=[O:15])=[O:14])[CH2:9][CH2:8]2)[CH:6]=[CH:5][CH:4]=[CH:3][CH:2]=1.[F:22][C:23]([F:35])([F:34])[O:24][C:25]1[CH:33]=[CH:32][CH:31]=[CH:30][C:26]=1[C:27](Cl)=[O:28].CCN(C(C)C)C(C)C, predict the reaction product. The product is: [C:1]1([C:7]2([C@@H:19]([NH:21][C:27](=[O:28])[C:26]3[CH:30]=[CH:31][CH:32]=[CH:33][C:25]=3[O:24][C:23]([F:22])([F:34])[F:35])[CH3:20])[CH2:8][CH2:9][N:10]([S:13]([CH2:16][CH2:17][CH3:18])(=[O:15])=[O:14])[CH2:11][CH2:12]2)[CH:6]=[CH:5][CH:4]=[CH:3][CH:2]=1. (5) Given the reactants [N:1]1([C:7]2[CH:8]=[CH:9][C:10]3[N:11]([C:13]([C:16]([F:19])([F:18])[F:17])=[N:14][N:15]=3)[N:12]=2)[CH2:6][CH2:5][NH:4][CH2:3][CH2:2]1.[CH3:20][C:21]1[CH:35]=[CH:34][C:24]([O:25][C:26]2[CH:27]=[C:28]([CH:31]=[CH:32][CH:33]=2)[CH:29]=O)=[CH:23][CH:22]=1, predict the reaction product. The product is: [CH3:20][C:21]1[CH:35]=[CH:34][C:24]([O:25][C:26]2[CH:27]=[C:28]([CH2:29][N:4]3[CH2:3][CH2:2][N:1]([C:7]4[CH:8]=[CH:9][C:10]5[N:11]([C:13]([C:16]([F:17])([F:18])[F:19])=[N:14][N:15]=5)[N:12]=4)[CH2:6][CH2:5]3)[CH:31]=[CH:32][CH:33]=2)=[CH:23][CH:22]=1. (6) Given the reactants [NH:1]1[C:9]2[C:4](=[CH:5][CH:6]=[C:7]([CH:10]=[O:11])[CH:8]=2)[CH:3]=[N:2]1.CC([O-])(C)C.[K+].[CH3:18][O:19][C:20]1[CH:25]=[CH:24][C:23]([CH2:26]Cl)=[CH:22][CH:21]=1, predict the reaction product. The product is: [CH3:18][O:19][C:20]1[CH:25]=[CH:24][C:23]([CH2:26][N:1]2[C:9]3[C:4](=[CH:5][CH:6]=[C:7]([CH:10]=[O:11])[CH:8]=3)[CH:3]=[N:2]2)=[CH:22][CH:21]=1. (7) Given the reactants C(OC(C1CCCN1C(=O)C(NC(=O)C1C=CC(N)=C(Cl)C=1)C)=O)(C)(C)C.[O:28]=[C:29]1[O:33][CH:32]([O:34][CH2:35][CH2:36][C:37]2C=CC=C[CH:38]=2)[CH:31]([NH:43][C:44]([CH:46]2[CH2:50][CH2:49][CH2:48][N:47]2[C:51](=[O:65])[CH:52]([NH:54][C:55](=[O:64])[C:56]2[CH:61]=[CH:60][C:59]([NH2:62])=[C:58]([Cl:63])[CH:57]=2)[CH3:53])=[O:45])[CH2:30]1, predict the reaction product. The product is: [CH2:35]([O:34][CH:32]1[CH:31]([NH:43][C:44]([CH:46]2[CH2:50][CH2:49][CH2:48][N:47]2[C:51](=[O:65])[CH:52]([NH:54][C:55](=[O:64])[C:56]2[CH:61]=[CH:60][C:59]([NH2:62])=[C:58]([Cl:63])[CH:57]=2)[CH3:53])=[O:45])[CH2:30][C:29](=[O:28])[O:33]1)[CH2:36][CH2:37][CH3:38].